Dataset: Catalyst prediction with 721,799 reactions and 888 catalyst types from USPTO. Task: Predict which catalyst facilitates the given reaction. (1) Reactant: [F:1][C:2]1[CH:3]=[CH:4][C:5]([NH:8][NH2:9])=[N:6][CH:7]=1.[CH:10]([N:13]1[CH2:17][CH2:16][CH2:15][C@H:14]1[C:18](O)=[O:19])([CH3:12])[CH3:11].C(Cl)CCl.C1C=CC2N(O)N=NC=2C=1.O. Product: [F:1][C:2]1[CH:3]=[CH:4][C:5]([NH:8][NH:9][C:18]([C@@H:14]2[CH2:15][CH2:16][CH2:17][N:13]2[CH:10]([CH3:12])[CH3:11])=[O:19])=[N:6][CH:7]=1. The catalyst class is: 3. (2) Reactant: C[O-].[Na+].[CH:4]([CH:7]([CH:13](OS(C)(=O)=O)[CH:14]=[CH2:15])[C:8]([O:10][CH2:11][CH3:12])=[O:9])([CH3:6])[CH3:5]. Product: [CH:4](/[C:7](=[CH:13]\[CH:14]=[CH2:15])/[C:8]([O:10][CH2:11][CH3:12])=[O:9])([CH3:5])[CH3:6]. The catalyst class is: 49. (3) The catalyst class is: 1. Product: [C:19]([O:18][C:16]([N:12]1[CH2:13][CH2:14][C:15]2[N:7]([CH2:6][O:5][CH2:4][CH2:3][Si:2]([CH3:23])([CH3:24])[CH3:1])[N:8]=[C:9]([B:25]([OH:28])[OH:26])[C:10]=2[CH2:11]1)=[O:17])([CH3:20])([CH3:21])[CH3:22]. Reactant: [CH3:1][Si:2]([CH3:24])([CH3:23])[CH2:3][CH2:4][O:5][CH2:6][N:7]1[C:15]2[CH2:14][CH2:13][N:12]([C:16]([O:18][C:19]([CH3:22])([CH3:21])[CH3:20])=[O:17])[CH2:11][C:10]=2[CH:9]=[N:8]1.[B:25](OC)([O:28]C)[O:26]C. (4) Reactant: [H-].[Na+].[C:3]([CH2:5][CH2:6][CH2:7][C:8]1([C:13]([O:15]CC)=O)[S:12][CH2:11][CH2:10][S:9]1)#[N:4]. Product: [O:15]=[C:13]1[CH:5]([C:3]#[N:4])[CH2:6][CH2:7][C:8]21[S:9][CH2:10][CH2:11][S:12]2. The catalyst class is: 38. (5) Reactant: [OH:1][C:2]1[CH:7]=[CH:6][C:5]([N:8]2[C:12]([CH3:14])([CH3:13])[C:11](=[O:15])[N:10]([C:16]3[CH:23]=[CH:22][C:19]([C:20]#[N:21])=[C:18]([C:24]([F:27])([F:26])[F:25])[CH:17]=3)[C:9]2=[S:28])=[CH:4][CH:3]=1.C(=O)([O-])[O-].[Cs+].[Cs+].CN(C)C(=O)C.[O:41]1[CH:46]2[CH:42]1[CH2:43][O:44][CH2:45]2. The catalyst class is: 6. Product: [OH:41][CH:42]1[CH2:43][O:44][CH2:45][CH:46]1[O:1][C:2]1[CH:3]=[CH:4][C:5]([N:8]2[C:12]([CH3:14])([CH3:13])[C:11](=[O:15])[N:10]([C:16]3[CH:23]=[CH:22][C:19]([C:20]#[N:21])=[C:18]([C:24]([F:26])([F:27])[F:25])[CH:17]=3)[C:9]2=[S:28])=[CH:6][CH:7]=1. (6) Reactant: Cl.[Cl:2][CH2:3][C:4]1[CH:5]=[CH:6][C:7]([CH3:10])=[N:8][CH:9]=1.[OH-].[Na+]. Product: [Cl:2][CH2:3][C:4]1[CH:5]=[CH:6][C:7]([CH3:10])=[N:8][CH:9]=1. The catalyst class is: 2. (7) Reactant: Cl.[F:2][C:3]1[C:8]([F:9])=[CH:7][CH:6]=[CH:5][C:4]=1[C:10]1[N:11]=[C:12]([N:15]2[CH2:20][CH2:19][NH:18][CH2:17][CH2:16]2)[S:13][CH:14]=1.[OH-].[Na+]. Product: [F:2][C:3]1[C:8]([F:9])=[CH:7][CH:6]=[CH:5][C:4]=1[C:10]1[N:11]=[C:12]([N:15]2[CH2:20][CH2:19][NH:18][CH2:17][CH2:16]2)[S:13][CH:14]=1. The catalyst class is: 6.